This data is from Full USPTO retrosynthesis dataset with 1.9M reactions from patents (1976-2016). The task is: Predict the reactants needed to synthesize the given product. (1) The reactants are: [N+:1]([C:4]1[CH:5]=[C:6](B(O)O)[CH:7]=[CH:8][CH:9]=1)([O-:3])=[O:2].FC(F)(F)S(O[C:19]1[CH2:24][CH2:23][N:22]([C:25]([O:27][C:28]([CH3:31])([CH3:30])[CH3:29])=[O:26])[CH2:21][CH:20]=1)(=O)=O.C(Cl)Cl.C([O-])([O-])=O.[K+].[K+]. Given the product [N+:1]([C:4]1[CH:5]=[C:6]([C:19]2[CH2:24][CH2:23][N:22]([C:25]([O:27][C:28]([CH3:31])([CH3:30])[CH3:29])=[O:26])[CH2:21][CH:20]=2)[CH:7]=[CH:8][CH:9]=1)([O-:3])=[O:2], predict the reactants needed to synthesize it. (2) Given the product [C:1]([O:5][C:6]([N:8]1[CH2:26][CH2:25][C:12]2=[C:13]([N:21]3[CH2:24][CH2:23][CH2:22]3)[N:14]3[C:18]([N:19]=[C:11]2[CH2:10][CH2:9]1)=[C:17]([C:28]#[C:27][C:29]1[CH:34]=[CH:33][CH:32]=[CH:31][N:30]=1)[CH:16]=[N:15]3)=[O:7])([CH3:4])([CH3:3])[CH3:2], predict the reactants needed to synthesize it. The reactants are: [C:1]([O:5][C:6]([N:8]1[CH2:26][CH2:25][C:12]2=[C:13]([N:21]3[CH2:24][CH2:23][CH2:22]3)[N:14]3[C:18]([N:19]=[C:11]2[CH2:10][CH2:9]1)=[C:17](I)[CH:16]=[N:15]3)=[O:7])([CH3:4])([CH3:3])[CH3:2].[C:27]([C:29]1[CH:34]=[CH:33][CH:32]=[CH:31][N:30]=1)#[CH:28].C(N(CC)CC)C.